From a dataset of Peptide-MHC class I binding affinity with 185,985 pairs from IEDB/IMGT. Regression. Given a peptide amino acid sequence and an MHC pseudo amino acid sequence, predict their binding affinity value. This is MHC class I binding data. (1) The peptide sequence is KWMILAAEL. The MHC is HLA-A32:01 with pseudo-sequence HLA-A32:01. The binding affinity (normalized) is 0.230. (2) The peptide sequence is DIVRVFNEY. The binding affinity (normalized) is 0.0847. The MHC is HLA-A69:01 with pseudo-sequence HLA-A69:01. (3) The peptide sequence is HMIAGVFFTF. The MHC is HLA-A23:01 with pseudo-sequence HLA-A23:01. The binding affinity (normalized) is 0.689. (4) The peptide sequence is KDFKCFNLI. The MHC is HLA-A26:01 with pseudo-sequence HLA-A26:01. The binding affinity (normalized) is 0. (5) The peptide sequence is VLEWRFDSRL. The MHC is HLA-A11:01 with pseudo-sequence HLA-A11:01. The binding affinity (normalized) is 0. (6) The peptide sequence is DLSDQIAEL. The MHC is HLA-A68:02 with pseudo-sequence HLA-A68:02. The binding affinity (normalized) is 0.428.